This data is from Reaction yield outcomes from USPTO patents with 853,638 reactions. The task is: Predict the reaction yield, written as a fraction of the theoretical maximum amount of product (1.0 means a 100% yield; for example, 0.34 means a 34% yield). (1) The reactants are C(Cl)(=O)C(Cl)=O.CS(C)=O.[CH:11]1([CH2:17]O)[CH2:16][CH2:15][CH2:14][CH2:13][CH2:12]1.C(N(CC)CC)C.[C:26]([C:31]1C=CC=CC=1P(=C)(C1C=CC=CC=1)C1C=CC=CC=1)([O:28][CH2:29][CH3:30])=[O:27]. The catalyst is ClCCl. The product is [CH2:29]([O:28][C:26](=[O:27])[CH:31]=[CH:17][CH:11]1[CH2:12][CH2:13][CH2:14][CH2:15][CH2:16]1)[CH3:30]. The yield is 0.780. (2) The reactants are [Cl:1][C:2]1[CH:11]=[CH:10][C:5]([C:6]([O:8]C)=O)=[CH:4][C:3]=1[O:12][CH3:13].[Li+].C[Si]([N-][Si](C)(C)C)(C)C.[Cl:24][C:25]1[N:30]=[C:29]([CH3:31])[CH:28]=[CH:27][N:26]=1. The catalyst is C1COCC1. The product is [Cl:1][C:2]1[CH:11]=[CH:10][C:5]([C:6](=[O:8])[CH2:31][C:29]2[CH:28]=[CH:27][N:26]=[C:25]([Cl:24])[N:30]=2)=[CH:4][C:3]=1[O:12][CH3:13]. The yield is 0.770.